This data is from Full USPTO retrosynthesis dataset with 1.9M reactions from patents (1976-2016). The task is: Predict the reactants needed to synthesize the given product. (1) Given the product [NH2:17][C:9]1[C:8]2[CH:7]=[C:6]([N:1]3[CH:5]=[CH:4][N:3]=[CH:2]3)[S:14][C:13]=2[C:12]([C:15]([NH2:16])=[O:27])=[CH:11][N:10]=1, predict the reactants needed to synthesize it. The reactants are: [N:1]1([C:6]2[S:14][C:13]3[C:12]([C:15]#[N:16])=[CH:11][N:10]=[C:9]([NH:17]CC4C=CC(OC)=CC=4)[C:8]=3[CH:7]=2)[CH:5]=[CH:4][N:3]=[CH:2]1.[OH:27]S(O)(=O)=O. (2) Given the product [NH2:1][C:2]1[N:6]([C:7]2[CH:8]=[C:9]([CH:16]=[CH:17][C:18]=2[CH3:19])[C:10]([NH:12][CH:13]2[CH2:15][CH2:14]2)=[O:11])[N:5]=[CH:4][C:3]=1[C:20](=[O:28])[C:21]1[CH:26]=[CH:25][CH:24]=[C:23]([C:34]2[CH:39]=[N:38][CH:37]=[CH:36][N:35]=2)[CH:22]=1, predict the reactants needed to synthesize it. The reactants are: [NH2:1][C:2]1[N:6]([C:7]2[CH:8]=[C:9]([CH:16]=[CH:17][C:18]=2[CH3:19])[C:10]([NH:12][CH:13]2[CH2:15][CH2:14]2)=[O:11])[N:5]=[CH:4][C:3]=1[C:20](=[O:28])[C:21]1[CH:26]=[CH:25][CH:24]=[C:23](I)[CH:22]=1.C([Sn](CCCC)(CCCC)[C:34]1[CH:39]=[N:38][CH:37]=[CH:36][N:35]=1)CCC. (3) Given the product [CH2:1]([N:3]([CH:34]1[CH2:39][CH2:38][O:37][CH2:36][CH2:35]1)[C:4]1[C:5]([CH3:33])=[C:6]([CH:22]=[C:23]([C:25]2[CH:26]=[N:27][C:28]([CH2:31][N:40]3[CH2:45][CH2:44][O:43][CH2:42][CH2:41]3)=[CH:29][CH:30]=2)[CH:24]=1)[C:7]([NH:9][CH2:10][C:11]1[C:12](=[O:21])[NH:13][C:14]([CH3:20])=[CH:15][C:16]=1[CH2:17][CH2:18][CH3:19])=[O:8])[CH3:2], predict the reactants needed to synthesize it. The reactants are: [CH2:1]([N:3]([CH:34]1[CH2:39][CH2:38][O:37][CH2:36][CH2:35]1)[C:4]1[C:5]([CH3:33])=[C:6]([CH:22]=[C:23]([C:25]2[CH:26]=[N:27][C:28]([CH:31]=O)=[CH:29][CH:30]=2)[CH:24]=1)[C:7]([NH:9][CH2:10][C:11]1[C:12](=[O:21])[NH:13][C:14]([CH3:20])=[CH:15][C:16]=1[CH2:17][CH2:18][CH3:19])=[O:8])[CH3:2].[NH:40]1[CH2:45][CH2:44][O:43][CH2:42][CH2:41]1.[BH-](OC(C)=O)(OC(C)=O)OC(C)=O.[Na+]. (4) Given the product [C:33]([O:18][C@H:17]([C:19]1[CH:20]=[CH:21][C:22]([F:25])=[CH:23][CH:24]=1)[C:16]([N:15]1[C@H:11]([C:9](=[O:10])[NH:8][CH2:7][C:6]2[CH:27]=[C:2]([Cl:1])[CH:3]=[CH:4][C:5]=2[N:28]2[CH:32]=[N:31][N:30]=[N:29]2)[CH2:12][CH:13]=[N:14]1)=[O:26])(=[O:36])[CH2:34][CH3:35], predict the reactants needed to synthesize it. The reactants are: [Cl:1][C:2]1[CH:3]=[CH:4][C:5]([N:28]2[CH:32]=[N:31][N:30]=[N:29]2)=[C:6]([CH:27]=1)[CH2:7][NH:8][C:9]([C@H:11]1[N:15]([C:16](=[O:26])[C@@H:17]([C:19]2[CH:24]=[CH:23][C:22]([F:25])=[CH:21][CH:20]=2)[OH:18])[N:14]=[CH:13][CH2:12]1)=[O:10].[C:33](O[C:33](=[O:36])[CH2:34][CH3:35])(=[O:36])[CH2:34][CH3:35]. (5) Given the product [F:1][C:2]1[CH:3]=[C:4]([C@H:10]2[CH2:14][CH2:13][CH2:12][N:11]2[C:15]2[CH:20]=[CH:19][N:18]3[N:21]=[CH:22][C:23]([C:24]([O:26][CH2:27][CH2:28][Cl:29])=[O:25])=[C:17]3[N:16]=2)[C:5](=[O:8])[NH:6][CH:7]=1, predict the reactants needed to synthesize it. The reactants are: [F:1][C:2]1[CH:3]=[C:4]([C@H:10]2[CH2:14][CH2:13][CH2:12][N:11]2[C:15]2[CH:20]=[CH:19][N:18]3[N:21]=[CH:22][C:23]([C:24]([O:26][CH2:27][CH2:28][Cl:29])=[O:25])=[C:17]3[N:16]=2)[C:5]([O:8]C)=[N:6][CH:7]=1.Cl.